From a dataset of Forward reaction prediction with 1.9M reactions from USPTO patents (1976-2016). Predict the product of the given reaction. (1) Given the reactants C(=O)([O-])[O-].[Na+].[Na+].[CH2:7]([N:14]1[CH2:19][CH2:18][CH2:17][C@@H:16]([O:20][C:21]2[C:22]3[C:29]([C:30]4[CH:35]=[CH:34][C:33]([CH2:36][CH3:37])=[CH:32][CH:31]=4)=[C:28](I)[O:27][C:23]=3[N:24]=[CH:25][N:26]=2)[CH2:15]1)[C:8]1[CH:13]=[CH:12][CH:11]=[CH:10][CH:9]=1.[F:39][C:40]1[CH:45]=[CH:44][CH:43]=[CH:42][C:41]=1B(O)O, predict the reaction product. The product is: [CH2:7]([N:14]1[CH2:19][CH2:18][CH2:17][C@@H:16]([O:20][C:21]2[C:22]3[C:29]([C:30]4[CH:35]=[CH:34][C:33]([CH2:36][CH3:37])=[CH:32][CH:31]=4)=[C:28]([C:41]4[CH:42]=[CH:43][CH:44]=[CH:45][C:40]=4[F:39])[O:27][C:23]=3[N:24]=[CH:25][N:26]=2)[CH2:15]1)[C:8]1[CH:13]=[CH:12][CH:11]=[CH:10][CH:9]=1. (2) Given the reactants Cl[C:2]1[C:7]([C:8]([NH:10][C:11]2[CH:12]=[C:13]3[C:17](=[CH:18][CH:19]=2)[N:16]([C:20]([O:22][C:23]([CH3:26])([CH3:25])[CH3:24])=[O:21])[CH2:15][CH2:14]3)=[O:9])=[CH:6][CH:5]=[C:4]([CH3:27])[N:3]=1.[CH3:28][CH:29]([CH3:31])[O-:30].[Na+], predict the reaction product. The product is: [CH:29]([O:30][C:2]1[C:7]([C:8]([NH:10][C:11]2[CH:12]=[C:13]3[C:17](=[CH:18][CH:19]=2)[N:16]([C:20]([O:22][C:23]([CH3:26])([CH3:25])[CH3:24])=[O:21])[CH2:15][CH2:14]3)=[O:9])=[CH:6][CH:5]=[C:4]([CH3:27])[N:3]=1)([CH3:31])[CH3:28]. (3) Given the reactants [NH2:1][C:2]1[CH:27]=[CH:26][C:5]([CH2:6][N:7]2[C:12]([CH3:13])=[CH:11][C:10]([O:14][CH2:15][C:16]3[CH:21]=[CH:20][C:19]([F:22])=[CH:18][C:17]=3[F:23])=[C:9]([Br:24])[C:8]2=[O:25])=[CH:4][CH:3]=1.CN1CCOCC1.[C:35]([O:38][C@@H:39]([CH3:43])[C:40](Cl)=[O:41])(=[O:37])[CH3:36].CN=C=O, predict the reaction product. The product is: [C:35]([O:38][CH:39]([CH3:43])[C:40]([NH:1][C:2]1[CH:3]=[CH:4][C:5]([CH2:6][N:7]2[C:12]([CH3:13])=[CH:11][C:10]([O:14][CH2:15][C:16]3[CH:21]=[CH:20][C:19]([F:22])=[CH:18][C:17]=3[F:23])=[C:9]([Br:24])[C:8]2=[O:25])=[CH:26][CH:27]=1)=[O:41])(=[O:37])[CH3:36]. (4) Given the reactants [C:1](=[O:8])([O:3][C:4]([CH3:7])([CH3:6])[CH3:5])[NH2:2].C(=O)([O-])[O-].[Cs+].[Cs+].CC1(C)C2C(=C(P(C3C=CC=CC=3)C3C=CC=CC=3)C=CC=2)OC2C(P(C3C=CC=CC=3)C3C=CC=CC=3)=CC=CC1=2.[Cl:57][C:58]1[C:63]([F:64])=[C:62](I)[CH:61]=[CH:60][N:59]=1, predict the reaction product. The product is: [Cl:57][C:58]1[C:63]([F:64])=[C:62]([NH:2][C:1](=[O:8])[O:3][C:4]([CH3:7])([CH3:6])[CH3:5])[CH:61]=[CH:60][N:59]=1. (5) Given the reactants [CH2:1]([N:8]1[CH2:13][CH:12]([C:14]2[CH:19]=[CH:18][CH:17]=[C:16]([O:20][CH3:21])[CH:15]=2)[O:11][CH2:10][C:9]1=O)[C:2]1[CH:7]=[CH:6][CH:5]=[CH:4][CH:3]=1.[H-].[H-].[H-].[H-].[Li+].[Al+3], predict the reaction product. The product is: [CH2:1]([N:8]1[CH2:9][CH2:10][O:11][CH:12]([C:14]2[CH:19]=[CH:18][CH:17]=[C:16]([O:20][CH3:21])[CH:15]=2)[CH2:13]1)[C:2]1[CH:3]=[CH:4][CH:5]=[CH:6][CH:7]=1. (6) Given the reactants C([C:3]1[N:8]([CH2:9][C:10]2[CH:15]=[CH:14][C:13]([C:16]3[CH:21]=[CH:20][CH:19]=[CH:18][CH:17]=3)=[CH:12][CH:11]=2)[CH:7]2[CH2:22][CH2:23][CH2:24][CH:6]2[C:5](=[O:25])[C:4]=1[C:26]([O-:28])=[O:27])C.[OH-].[Na+].Cl, predict the reaction product. The product is: [C:13]1([C:16]2[CH:17]=[CH:18][CH:19]=[CH:20][CH:21]=2)[CH:12]=[CH:11][C:10]([CH2:9][N:8]2[CH:3]=[C:4]([C:26]([OH:28])=[O:27])[C:5](=[O:25])[C:6]3[CH2:24][CH2:23][CH2:22][C:7]2=3)=[CH:15][CH:14]=1. (7) The product is: [Cl:1][C:2]1[C:10]2[C:5](=[CH:6][CH:7]=[CH:8][CH:9]=2)[N:4]([C:11]2[O:29][N:28]=[C:14]([CH:15]3[CH2:20][CH2:19][N:18]([C:21]([O:23][C:24]([CH3:27])([CH3:26])[CH3:25])=[O:22])[CH2:17][CH2:16]3)[N:12]=2)[N:3]=1. Given the reactants [Cl:1][C:2]1[C:10]2[C:5](=[CH:6][CH:7]=[CH:8][CH:9]=2)[N:4]([C:11]#[N:12])[N:3]=1.Cl[C:14](=[N:28][OH:29])[CH:15]1[CH2:20][CH2:19][N:18]([C:21]([O:23][C:24]([CH3:27])([CH3:26])[CH3:25])=[O:22])[CH2:17][CH2:16]1.C(=O)(O)[O-].[Na+].O, predict the reaction product. (8) Given the reactants [Li+].[OH-].C[O:4][C:5]([C:7]1[CH:8]=[C:9]2[C:13](=[CH:14][CH:15]=1)[CH2:12][CH2:11][CH:10]2[NH:16][C:17](=[O:25])[C:18]1[CH:23]=[CH:22][CH:21]=[CH:20][C:19]=1[Cl:24])=[O:6], predict the reaction product. The product is: [Cl:24][C:19]1[CH:20]=[CH:21][CH:22]=[CH:23][C:18]=1[C:17]([NH:16][CH:10]1[C:9]2[C:13](=[CH:14][CH:15]=[C:7]([C:5]([OH:6])=[O:4])[CH:8]=2)[CH2:12][CH2:11]1)=[O:25].